Task: Predict the product of the given reaction.. Dataset: Forward reaction prediction with 1.9M reactions from USPTO patents (1976-2016) (1) The product is: [C:37]([NH:1][C@H:2]1[CH2:3][CH2:4][C@H:5]([NH:8][C:9]([C:11]2[C:15]3[N:16]=[CH:17][N:18]=[C:19]([C:20]4[C:28]5[O:27][CH2:26][O:25][C:24]=5[CH:23]=[CH:22][C:21]=4[O:29][CH2:30][CH2:31][O:32][CH3:33])[C:14]=3[NH:13][CH:12]=2)=[O:10])[CH2:6][CH2:7]1)(=[O:38])[CH3:34]. Given the reactants [NH2:1][C@H:2]1[CH2:7][CH2:6][C@H:5]([NH:8][C:9]([C:11]2[C:15]3[N:16]=[CH:17][N:18]=[C:19]([C:20]4[C:28]5[O:27][CH2:26][O:25][C:24]=5[CH:23]=[CH:22][C:21]=4[O:29][CH2:30][CH2:31][O:32][CH3:33])[C:14]=3[NH:13][CH:12]=2)=[O:10])[CH2:4][CH2:3]1.[CH:34]1([C:37](Cl)=[O:38])CC1, predict the reaction product. (2) The product is: [Cl:1][C:2]1[CH:3]=[CH:4][C:5]([CH:8]2[CH2:12][N:11]([C:34](=[O:35])[C:33]3[CH:37]=[CH:38][C:30]([F:29])=[CH:31][C:32]=3[CH3:39])[CH2:10][CH:9]2[N:13]([CH3:28])[C:14](=[O:27])[C:15]2[CH:20]=[CH:19][C:18]([O:21][CH3:22])=[C:17]([C:23]([F:24])([F:25])[F:26])[CH:16]=2)=[CH:6][CH:7]=1. Given the reactants [Cl:1][C:2]1[CH:7]=[CH:6][C:5]([CH:8]2[CH2:12][NH:11][CH2:10][CH:9]2[N:13]([CH3:28])[C:14](=[O:27])[C:15]2[CH:20]=[CH:19][C:18]([O:21][CH3:22])=[C:17]([C:23]([F:26])([F:25])[F:24])[CH:16]=2)=[CH:4][CH:3]=1.[F:29][C:30]1[CH:38]=[CH:37][C:33]([C:34](O)=[O:35])=[C:32]([CH3:39])[CH:31]=1, predict the reaction product. (3) Given the reactants FC(F)(F)C(O)=O.[NH2:8][C:9]1[N:35]=[C:34]([CH2:36][O:37][CH3:38])[CH:33]=[CH:32][C:10]=1[C:11]([NH:13][CH2:14][C:15]1[O:16][C:17]2[CH:23]=[C:22]([O:24]CC3C=CC=CC=3)[CH:21]=[CH:20][C:18]=2[CH:19]=1)=[O:12].C1(SC)C=CC=CC=1.C(=O)(O)[O-].[Na+], predict the reaction product. The product is: [NH2:8][C:9]1[N:35]=[C:34]([CH2:36][O:37][CH3:38])[CH:33]=[CH:32][C:10]=1[C:11]([NH:13][CH2:14][C:15]1[O:16][C:17]2[CH:23]=[C:22]([OH:24])[CH:21]=[CH:20][C:18]=2[CH:19]=1)=[O:12]. (4) Given the reactants [CH:1]1[C:15](=[O:16])[N:14]=[C:13]2[N:3]([C@@H:4]3[O:8][C@H:7]([CH2:9][OH:10])[C@@H:6]([OH:11])[C@@H:5]3[O:12]2)[CH:2]=1.C1C=CN=CC=1.[FH:23], predict the reaction product. The product is: [F:23][C@@H:5]1[C@H:6]([OH:11])[C@@H:7]([CH2:9][OH:10])[O:8][C@H:4]1[N:3]1[CH:2]=[CH:1][C:15](=[O:16])[NH:14][C:13]1=[O:12]. (5) Given the reactants Cl.[OH:2][C@H:3]1[CH2:7][NH:6][C@H:5]([C:8]([O:10][CH3:11])=[O:9])[CH2:4]1.[Cl:12][CH2:13][C:14](Cl)=[O:15].C, predict the reaction product. The product is: [Cl:12][CH2:13][C:14]([N:6]1[CH2:7][C@H:3]([OH:2])[CH2:4][C@H:5]1[C:8]([O:10][CH3:11])=[O:9])=[O:15]. (6) Given the reactants C1(P(C2CCCCC2)C2C=CC=CC=2C2C(OC)=CC=CC=2OC)CCCCC1.C(=O)([O-])[O-].[K+].[K+].[Br:36][C:37]1[CH:38]=[C:39]([CH:42]=[CH:43][C:44]=1Br)[CH:40]=[O:41].[F:46][C:47]1[CH:87]=[N:86][C:50]2[N:51]([C:71]3[CH:76]=[CH:75][CH:74]=[C:73](B4OC(C)(C)C(C)(C)O4)[CH:72]=3)[C:52](=[O:70])[N:53]([C@@H:56]3[CH2:61][CH2:60][C@H:59]([NH:62][C:63](=[O:69])[O:64][C:65]([CH3:68])([CH3:67])[CH3:66])[CH2:58][CH2:57]3)[C:54](=[O:55])[C:49]=2[CH:48]=1, predict the reaction product. The product is: [Br:36][C:37]1[CH:38]=[C:39]([CH:40]=[O:41])[CH:42]=[CH:43][C:44]=1[C:73]1[CH:74]=[CH:75][CH:76]=[C:71]([N:51]2[C:50]3[N:86]=[CH:87][C:47]([F:46])=[CH:48][C:49]=3[C:54](=[O:55])[N:53]([C@@H:56]3[CH2:61][CH2:60][C@H:59]([NH:62][C:63](=[O:69])[O:64][C:65]([CH3:66])([CH3:67])[CH3:68])[CH2:58][CH2:57]3)[C:52]2=[O:70])[CH:72]=1. (7) Given the reactants [C:1]1([SH:7])[CH:6]=[CH:5][CH:4]=[CH:3][CH:2]=1.[O:8]1[CH2:12][CH2:11]OC1=O, predict the reaction product. The product is: [C:1]1([S:7][CH2:11][CH2:12][OH:8])[CH:6]=[CH:5][CH:4]=[CH:3][CH:2]=1. (8) Given the reactants [CH2:1]([O:3][C:4]([C:6]1[C:7](=[O:30])[NH:8][C:9]2[C:14]([C:15]=1[N:16]1[CH2:21][CH2:20][N:19]([C:22]([C:24]3[S:25][CH:26]=[CH:27][CH:28]=3)=[O:23])[CH2:18][CH2:17]1)=[CH:13][C:12]([Cl:29])=[CH:11][N:10]=2)=[O:5])[CH3:2].[CH2:31](Br)[C:32]1[CH:37]=[CH:36][CH:35]=[CH:34][CH:33]=1, predict the reaction product. The product is: [CH2:1]([O:3][C:4]([C:6]1[C:7](=[O:30])[N:8]([CH2:31][C:32]2[CH:37]=[CH:36][CH:35]=[CH:34][CH:33]=2)[C:9]2[C:14]([C:15]=1[N:16]1[CH2:21][CH2:20][N:19]([C:22]([C:24]3[S:25][CH:26]=[CH:27][CH:28]=3)=[O:23])[CH2:18][CH2:17]1)=[CH:13][C:12]([Cl:29])=[CH:11][N:10]=2)=[O:5])[CH3:2]. (9) Given the reactants [Cl:1][CH2:2][C:3]([C:5]1[CH:9]=[C:8]([C:10](=[O:19])[C:11]2[CH:16]=[CH:15][C:14]([S:17][CH3:18])=[CH:13][CH:12]=2)[N:7]([CH3:20])[CH:6]=1)=[O:4].B1([O-])O[O:22]1.O.O.O.O.[Na+], predict the reaction product. The product is: [Cl:1][CH2:2][C:3]([C:5]1[CH:9]=[C:8]([C:10](=[O:19])[C:11]2[CH:16]=[CH:15][C:14]([S:17]([CH3:18])=[O:22])=[CH:13][CH:12]=2)[N:7]([CH3:20])[CH:6]=1)=[O:4]. (10) Given the reactants FC(F)(F)C1C=C(NC(=O)NC2C=CC(C3SC(CCC(OC)=O)=NC=3)=CC=2)C=CC=1.[NH2:32][C:33]1[CH:38]=[CH:37][C:36]([C:39]2[S:43][C:42]([CH:44]3[CH2:49][CH2:48][CH:47]([CH2:50][C:51]([O:53][CH2:54][CH3:55])=[O:52])[CH2:46][CH2:45]3)=[N:41][CH:40]=2)=[CH:35][CH:34]=1.[F:56][C:57]1[CH:62]=[C:61]([F:63])[C:60]([F:64])=[CH:59][C:58]=1[N:65]=[C:66]=[O:67], predict the reaction product. The product is: [F:56][C:57]1[CH:62]=[C:61]([F:63])[C:60]([F:64])=[CH:59][C:58]=1[NH:65][C:66](=[O:67])[NH:32][C:33]1[CH:34]=[CH:35][C:36]([C:39]2[S:43][C:42]([CH:44]3[CH2:45][CH2:46][CH:47]([CH2:50][C:51]([O:53][CH2:54][CH3:55])=[O:52])[CH2:48][CH2:49]3)=[N:41][CH:40]=2)=[CH:37][CH:38]=1.